From a dataset of Full USPTO retrosynthesis dataset with 1.9M reactions from patents (1976-2016). Predict the reactants needed to synthesize the given product. Given the product [CH:41]1([N:11]([CH2:10][CH2:9][OH:8])[C:12]([C:14]2[C:19]([O:20][CH2:21][C:22]3[CH:27]=[CH:26][CH:25]=[CH:24][CH:23]=3)=[C:18]([OH:28])[N:17]=[C:16]([CH2:29][C:30]3([C:35]4[CH:36]=[CH:37][CH:38]=[CH:39][CH:40]=4)[CH2:34][CH2:33][CH2:32][CH2:31]3)[N:15]=2)=[O:13])[CH2:42][CH2:43]1, predict the reactants needed to synthesize it. The reactants are: [Si]([O:8][CH2:9][CH2:10][N:11]([CH:41]1[CH2:43][CH2:42]1)[C:12]([C:14]1[C:19]([O:20][CH2:21][C:22]2[CH:27]=[CH:26][CH:25]=[CH:24][CH:23]=2)=[C:18]([OH:28])[N:17]=[C:16]([CH2:29][C:30]2([C:35]3[CH:40]=[CH:39][CH:38]=[CH:37][CH:36]=3)[CH2:34][CH2:33][CH2:32][CH2:31]2)[N:15]=1)=[O:13])(C(C)(C)C)(C)C.Cl.C([O-])(O)=O.[Na+].O.